Dataset: Forward reaction prediction with 1.9M reactions from USPTO patents (1976-2016). Task: Predict the product of the given reaction. (1) Given the reactants [OH-].[Na+].C[O:4][C:5]([C:7]1[CH:12]=[CH:11][C:10]([C:13]2[CH:18]=[CH:17][C:16]([O:19][CH3:20])=[CH:15][CH:14]=2)=[CH:9][CH:8]=1)=[O:6].O.Cl, predict the reaction product. The product is: [CH3:20][O:19][C:16]1[CH:15]=[CH:14][C:13]([C:10]2[CH:11]=[CH:12][C:7]([C:5]([OH:6])=[O:4])=[CH:8][CH:9]=2)=[CH:18][CH:17]=1. (2) Given the reactants [F:1][C:2]1[CH:11]=[C:10]2[C:5]([CH:6]=[CH:7][C:8](=[O:33])[N:9]2[CH2:12][CH2:13][N:14]2[CH2:19][CH2:18][C@H:17]([OH:20])[C@H:16]([CH2:21][NH:22]C(=O)OCC3C=CC=CC=3)[CH2:15]2)=[CH:4][CH:3]=1, predict the reaction product. The product is: [NH2:22][CH2:21][C@H:16]1[C@@H:17]([OH:20])[CH2:18][CH2:19][N:14]([CH2:13][CH2:12][N:9]2[C:10]3[C:5](=[CH:4][CH:3]=[C:2]([F:1])[CH:11]=3)[CH:6]=[CH:7][C:8]2=[O:33])[CH2:15]1.